This data is from Full USPTO retrosynthesis dataset with 1.9M reactions from patents (1976-2016). The task is: Predict the reactants needed to synthesize the given product. (1) Given the product [CH2:15]([O:19][C:20]([N:22]1[CH2:27][CH2:26][N:25]([C:12](=[O:14])[CH2:10][NH:11][C:12]([C:10]2[N:11]=[C:7]([C:1]3[CH:2]=[CH:3][CH:4]=[CH:5][CH:6]=3)[S:8][CH:9]=2)=[O:14])[CH2:24][CH2:23]1)=[O:21])[CH2:16][CH2:17][CH3:18], predict the reactants needed to synthesize it. The reactants are: [C:1]1([C:7]2[S:8][CH:9]=[C:10]([C:12]([OH:14])=O)[N:11]=2)[CH:6]=[CH:5][CH:4]=[CH:3][CH:2]=1.[CH2:15]([O:19][C:20]([N:22]1[CH2:27][CH2:26][NH:25][CH2:24][CH2:23]1)=[O:21])[CH2:16][CH2:17][CH3:18]. (2) Given the product [NH:1]1[C:9]2[C:4](=[CH:5][CH:6]=[CH:7][CH:8]=2)[C:3](/[CH:10]=[C:11]2\[O:12][C:13]3[C:20]([CH2:28][N:22]4[CH2:27][CH2:26][S:25][CH2:24][CH2:23]4)=[C:19]([OH:21])[CH:18]=[CH:17][C:14]=3[C:15]\2=[O:16])=[CH:2]1, predict the reactants needed to synthesize it. The reactants are: [NH:1]1[C:9]2[C:4](=[CH:5][CH:6]=[CH:7][CH:8]=2)[C:3](/[CH:10]=[C:11]2\[O:12][C:13]3[CH:20]=[C:19]([OH:21])[CH:18]=[CH:17][C:14]=3[C:15]\2=[O:16])=[CH:2]1.[NH:22]1[CH2:27][CH2:26][S:25][CH2:24][CH2:23]1.[CH2:28]=O. (3) Given the product [CH2:27]([CH:29]1[NH:34][C:33](=[O:35])[C:32]2[S:14][C:15]3[CH:21]=[C:20]([O:22][C:23]([F:24])([F:25])[F:26])[CH:19]=[CH:18][C:16]=3[NH:17][C:31]=2[CH2:30]1)[CH3:28], predict the reactants needed to synthesize it. The reactants are: [NH2:17][C:16]1[CH:18]=[CH:19][C:20]([O:22][C:23]([F:24])([F:25])[F:26])=[CH:21][C:15]=1[S:14][S:14][C:15]1[CH:21]=[C:20]([O:22][C:23]([F:26])([F:25])[F:24])[CH:19]=[CH:18][C:16]=1[NH2:17].[CH2:27]([CH:29]1[NH:34][C:33](=[O:35])[CH2:32][C:31](=O)[CH2:30]1)[CH3:28]. (4) Given the product [N:102]1[CH:103]=[CH:104][CH:105]=[CH:106][C:101]=1[CH2:100][NH:66][CH2:67][C:68]1[CH:73]=[CH:72][C:71]([CH2:74][N:75]([CH2:86][C:87]2[NH:91][C:90]3[CH:92]=[CH:93][CH:94]=[C:95]([C:96]([F:99])([F:98])[F:97])[C:89]=3[N:88]=2)[CH:76]2[C:85]3[N:84]=[CH:83][CH:82]=[CH:81][C:80]=3[CH2:79][CH2:78][CH2:77]2)=[CH:70][CH:69]=1, predict the reactants needed to synthesize it. The reactants are: FC(F)(F)C1C2NC(CCl)=NC=2C=CC=1.C(OC(N(CC1C=CC=CN=1)CC1C=CC(CNC2C3N=CC=CC=3CCC2)=CC=1)=O)(C)(C)C.C(N(C(C)C)CC)(C)C.C(OC([N:66]([CH2:100][C:101]1[CH:106]=[CH:105][CH:104]=[CH:103][N:102]=1)[CH2:67][C:68]1[CH:73]=[CH:72][C:71]([CH2:74][N:75]([CH2:86][C:87]2[NH:91][C:90]3[CH:92]=[CH:93][CH:94]=[C:95]([C:96]([F:99])([F:98])[F:97])[C:89]=3[N:88]=2)[CH:76]2[C:85]3[N:84]=[CH:83][CH:82]=[CH:81][C:80]=3[CH2:79][CH2:78][CH2:77]2)=[CH:70][CH:69]=1)=O)(C)(C)C. (5) Given the product [CH2:1]([O:3][C:4]([C:6]1[C:14]2[CH2:13][CH2:12][N:11]([C:15]3[CH:20]=[CH:19][C:18]([C:34]4[CH:35]=[CH:36][CH:37]=[CH:38][C:33]=4[CH:31]=[O:32])=[CH:17][CH:16]=3)[C:10](=[O:22])[C:9]=2[N:8]([C:23]2[CH:28]=[CH:27][C:26]([O:29][CH3:30])=[CH:25][CH:24]=2)[N:7]=1)=[O:5])[CH3:2], predict the reactants needed to synthesize it. The reactants are: [CH2:1]([O:3][C:4]([C:6]1[C:14]2[CH2:13][CH2:12][N:11]([C:15]3[CH:20]=[CH:19][C:18](I)=[CH:17][CH:16]=3)[C:10](=[O:22])[C:9]=2[N:8]([C:23]2[CH:28]=[CH:27][C:26]([O:29][CH3:30])=[CH:25][CH:24]=2)[N:7]=1)=[O:5])[CH3:2].[CH:31]([C:33]1[CH:38]=[CH:37][CH:36]=[CH:35][C:34]=1B(O)O)=[O:32].C([O-])([O-])=O.[K+].[K+]. (6) Given the product [C:8]([C:6]1[CH:5]=[CH:4][N:3]=[C:2]([C:26]2[CH:25]=[C:24]([CH2:23][CH:20]3[CH2:19][CH2:18][N:17]([C:15]([O:14][C:11]([CH3:13])([CH3:12])[CH3:10])=[O:16])[CH2:22][CH2:21]3)[CH:29]=[CH:28][CH:27]=2)[CH:7]=1)#[N:9], predict the reactants needed to synthesize it. The reactants are: Cl[C:2]1[CH:7]=[C:6]([C:8]#[N:9])[CH:5]=[CH:4][N:3]=1.[CH3:10][C:11]([O:14][C:15]([N:17]1[CH2:22][CH2:21][CH:20]([CH2:23][C:24]2[CH:25]=[C:26](B(O)O)[CH:27]=[CH:28][CH:29]=2)[CH2:19][CH2:18]1)=[O:16])([CH3:13])[CH3:12].C([O-])([O-])=O.[K+].[K+]. (7) Given the product [Cl:26][C:27]1[CH:28]=[C:29]([S:33]([N:12]2[C:8]([C:3]3[CH:4]=[CH:5][CH:6]=[CH:7][C:2]=3[F:1])=[C:9]3[CH2:15][N:14]([C:16]([O:18][C:19]([CH3:20])([CH3:22])[CH3:21])=[O:17])[C:13](=[O:23])[C:10]3=[CH:11]2)(=[O:35])=[O:34])[CH:30]=[CH:31][CH:32]=1, predict the reactants needed to synthesize it. The reactants are: [F:1][C:2]1[CH:7]=[CH:6][CH:5]=[CH:4][C:3]=1[C:8]1[NH:12][CH:11]=[C:10]2[C:13](=[O:23])[N:14]([C:16]([O:18][C:19]([CH3:22])([CH3:21])[CH3:20])=[O:17])[CH2:15][C:9]=12.[H-].[Na+].[Cl:26][C:27]1[CH:28]=[C:29]([S:33](Cl)(=[O:35])=[O:34])[CH:30]=[CH:31][CH:32]=1.O.